From a dataset of Full USPTO retrosynthesis dataset with 1.9M reactions from patents (1976-2016). Predict the reactants needed to synthesize the given product. (1) Given the product [Cl:9][CH:10]([C:11]1[NH:1][C:2]2=[N:3][CH:4]=[CH:5][CH:6]=[C:7]2[N:8]=1)[CH2:14][CH3:15], predict the reactants needed to synthesize it. The reactants are: [NH2:1][C:2]1[C:7]([NH2:8])=[CH:6][CH:5]=[CH:4][N:3]=1.[Cl:9][CH:10]([CH2:14][CH3:15])[C:11](O)=O. (2) Given the product [CH3:1][C:2]1[CH:3]=[CH:4][C:5]([C:8]2[CH:13]=[CH:12][C:11]([O:14][CH2:24][C:19]3[CH:20]=[CH:21][CH:22]=[CH:23][C:18]=3[C:17]([OH:26])=[O:16])=[CH:10][CH:9]=2)=[CH:6][CH:7]=1, predict the reactants needed to synthesize it. The reactants are: [CH3:1][C:2]1[CH:7]=[CH:6][C:5]([C:8]2[CH:13]=[CH:12][C:11]([OH:14])=[CH:10][CH:9]=2)=[CH:4][CH:3]=1.C[O:16][C:17](=[O:26])[C:18]1[CH:23]=[CH:22][CH:21]=[CH:20][C:19]=1[CH2:24]Br. (3) Given the product [CH3:21][O:22][C:23]1[CH:24]=[C:25]([NH:46][C:6]([C:3]2[CH:4]=[CH:5][S:1][CH:2]=2)=[O:8])[CH:26]=[CH:27][C:28]=1[C:29]1[O:30][C:31]([C:34]2[C:35]([C:40]3[CH:41]=[CH:42][CH:43]=[CH:44][CH:45]=3)=[N:36][O:37][C:38]=2[CH3:39])=[N:32][N:33]=1, predict the reactants needed to synthesize it. The reactants are: [S:1]1[CH:5]=[CH:4][C:3]([C:6]([OH:8])=O)=[CH:2]1.Cl.CN(C)CCCN=C=NCC.[CH3:21][O:22][C:23]1[CH:24]=[C:25]([NH2:46])[CH:26]=[CH:27][C:28]=1[C:29]1[O:30][C:31]([C:34]2[C:35]([C:40]3[CH:45]=[CH:44][CH:43]=[CH:42][CH:41]=3)=[N:36][O:37][C:38]=2[CH3:39])=[N:32][N:33]=1. (4) Given the product [F:12][C:3]1[C:2]([C:13]#[N:14])=[CH:11][C:6]2[O:7][CH2:8][CH2:9][NH:10][C:5]=2[CH:4]=1, predict the reactants needed to synthesize it. The reactants are: Br[C:2]1[C:3]([F:12])=[CH:4][C:5]2[NH:10][CH2:9][CH2:8][O:7][C:6]=2[CH:11]=1.[CH3:13][N:14](C=O)C. (5) Given the product [CH3:23][O:24][CH2:25][CH2:26][S:27]([O:22][C:19]1[CH:18]=[CH:17][C:16]([C:8]2([C:4]3[CH:5]=[CH:6][CH:7]=[C:2]([Br:1])[CH:3]=3)[C:9](=[O:15])[N:10]([CH3:14])[C:11](=[S:13])[NH:12]2)=[CH:21][CH:20]=1)(=[O:29])=[O:28], predict the reactants needed to synthesize it. The reactants are: [Br:1][C:2]1[CH:3]=[C:4]([C:8]2([C:16]3[CH:21]=[CH:20][C:19]([OH:22])=[CH:18][CH:17]=3)[NH:12][C:11](=[S:13])[N:10]([CH3:14])[C:9]2=[O:15])[CH:5]=[CH:6][CH:7]=1.[CH3:23][O:24][CH2:25][CH2:26][S:27](Cl)(=[O:29])=[O:28]. (6) Given the product [P:1]([O-:4])([O-:3])([S-:5])=[S:2].[Zn+2:7].[P:1]([O-:4])([O-:3])([S-:5])=[S:2].[Zn+2:7].[Zn+2:7], predict the reactants needed to synthesize it. The reactants are: [P:1](=[S:5])([OH:4])([OH:3])[SH:2].[O-2].[Zn+2:7].